Dataset: Catalyst prediction with 721,799 reactions and 888 catalyst types from USPTO. Task: Predict which catalyst facilitates the given reaction. (1) The catalyst class is: 108. Product: [OH:24][C:25]1[CH:30]=[CH:29][CH:28]=[CH:27][C:26]=1[C:2]1[N:7]=[C:6]([CH3:8])[C:5]([CH:9]([CH2:14][CH2:15][CH3:16])[C:10]([O:12][CH3:13])=[O:11])=[C:4]([C:17]2[CH:22]=[CH:21][C:20]([CH3:23])=[CH:19][CH:18]=2)[N:3]=1. Reactant: Cl[C:2]1[N:7]=[C:6]([CH3:8])[C:5]([CH:9]([CH2:14][CH2:15][CH3:16])[C:10]([O:12][CH3:13])=[O:11])=[C:4]([C:17]2[CH:22]=[CH:21][C:20]([CH3:23])=[CH:19][CH:18]=2)[N:3]=1.[OH:24][C:25]1[CH:30]=[CH:29][CH:28]=[CH:27][C:26]=1B(O)O.C(N(CC)C(C)C)(C)C. (2) Reactant: [N:1]([CH2:4][C:5]1[CH:14]=[CH:13][CH:12]=[CH:11][C:6]=1[C:7]([O:9]C)=[O:8])=[N+:2]=[N-:3].[OH-].[Na+]. Product: [N:1]([CH2:4][C:5]1[CH:14]=[CH:13][CH:12]=[CH:11][C:6]=1[C:7]([OH:9])=[O:8])=[N+:2]=[N-:3]. The catalyst class is: 20.